From a dataset of Catalyst prediction with 721,799 reactions and 888 catalyst types from USPTO. Predict which catalyst facilitates the given reaction. (1) Reactant: CC(OI1(OC(C)=O)(OC(C)=O)OC(=O)C2C=CC=CC1=2)=O.[C:23]([O:27][C:28](=[O:41])[NH:29][C:30]([C:34]1[CH:39]=[CH:38][CH:37]=[C:36]([Br:40])[CH:35]=1)([CH3:33])[CH2:31][OH:32])([CH3:26])([CH3:25])[CH3:24]. Product: [C:23]([O:27][C:28](=[O:41])[NH:29][C:30]([C:34]1[CH:39]=[CH:38][CH:37]=[C:36]([Br:40])[CH:35]=1)([CH3:33])[CH:31]=[O:32])([CH3:24])([CH3:25])[CH3:26]. The catalyst class is: 2. (2) Reactant: [CH:1](=[O:8])[C:2]1[CH:7]=[CH:6][CH:5]=[CH:4][CH:3]=1.[OH2:9].[CH2:10]([OH:12])[CH3:11]. The catalyst class is: 74. Product: [C:2]1(/[CH:1]=[CH:11]/[C:10]([C:5]2[CH:6]=[CH:7][C:2]([C:1]([OH:9])=[O:8])=[CH:3][CH:4]=2)=[O:12])[CH:7]=[CH:6][CH:5]=[CH:4][CH:3]=1. (3) Product: [CH3:43][C@@:5]1([C:3]([OH:2])=[O:4])[CH2:9][C@@H:8]([O:10][C:11]2[C:20]3[C:15](=[CH:16][C:17]([O:21][CH3:22])=[CH:18][CH:19]=3)[N:14]=[C:13]([N:23]3[CH:27]=[CH:26][CH:25]=[N:24]3)[CH:12]=2)[CH2:7][N:6]1[C:28](=[O:42])[C@@H:29]([NH:34][C:35]([NH:37][C:38]([CH3:40])([CH3:41])[CH3:39])=[O:36])[C:30]([CH3:32])([CH3:31])[CH3:33]. The catalyst class is: 7. Reactant: C[O:2][C:3]([C@@H:5]1[CH2:9][C@@H:8]([O:10][C:11]2[C:20]3[C:15](=[CH:16][C:17]([O:21][CH3:22])=[CH:18][CH:19]=3)[N:14]=[C:13]([N:23]3[CH:27]=[CH:26][CH:25]=[N:24]3)[CH:12]=2)[CH2:7][N:6]1[C:28](=[O:42])[C@@H:29]([NH:34][C:35]([NH:37][C:38]([CH3:41])([CH3:40])[CH3:39])=[O:36])[C:30]([CH3:33])([CH3:32])[CH3:31])=[O:4].[CH3:43]O.[OH-].[Na+]. (4) Reactant: Cl.[CH:2]1[CH:3]=[CH:4][C:5]2N(O)N=N[C:6]=2[CH:7]=1.[OH2:12].[C:13]([O:17][C:18]([NH:20][C@@H:21]([C@@H:30]([CH3:33])[CH2:31][CH3:32])[C:22]([NH:24][CH2:25][CH2:26][C:27]([OH:29])=O)=[O:23])=[O:19])([CH3:16])([CH3:15])[CH3:14]. Product: [CH3:33][C@@H:30]([CH2:31][CH3:32])[C@H:21]([NH:20][C:18](=[O:19])[O:17][C:13]([CH3:14])([CH3:15])[CH3:16])[C:22](=[O:23])[NH:24][CH2:25][CH2:26][C:27](=[O:29])[NH:20][C:21](=[O:12])[CH2:22][C:2]1[CH:3]=[CH:4][C:5]([CH2:33][CH2:30][CH2:31][CH2:32][C:2]2[CH:7]=[CH:6][CH:5]=[CH:4][CH:3]=2)=[CH:6][CH:7]=1. The catalyst class is: 607.